From a dataset of Reaction yield outcomes from USPTO patents with 853,638 reactions. Predict the reaction yield, written as a fraction of the theoretical maximum amount of product (1.0 means a 100% yield; for example, 0.34 means a 34% yield). (1) The reactants are [Cl:1][C:2]1[CH:3]=[C:4]([N:12]([CH2:30][CH3:31])[C@H:13]2[CH2:18][CH2:17][C@H:16]([N:19]([CH2:21][C:22]3[CH:27]=[CH:26][CH:25]=[C:24]([O:28][CH3:29])[CH:23]=3)[CH3:20])[CH2:15][CH2:14]2)[C:5]([CH3:11])=[C:6]([CH:10]=1)[C:7](O)=[O:8].CN(C(ON1N=NC2C=CC=CC1=2)=[N+](C)C)C.[B-](F)(F)(F)F.CCN(C(C)C)C(C)C.[CH3:63][O:64][C:65]1[C:69]([CH2:70][NH2:71])=[C:68]([N:72]2[CH2:77][CH2:76][CH2:75][CH2:74][CH2:73]2)[N:67]([CH3:78])[N:66]=1. The catalyst is C(Cl)Cl.C(=O)(O)[O-].[Na+].CN(C=O)C. The product is [Cl:1][C:2]1[CH:3]=[C:4]([N:12]([CH2:30][CH3:31])[C@H:13]2[CH2:18][CH2:17][C@H:16]([N:19]([CH2:21][C:22]3[CH:27]=[CH:26][CH:25]=[C:24]([O:28][CH3:29])[CH:23]=3)[CH3:20])[CH2:15][CH2:14]2)[C:5]([CH3:11])=[C:6]([CH:10]=1)[C:7]([NH:71][CH2:70][C:69]1[C:65]([O:64][CH3:63])=[N:66][N:67]([CH3:78])[C:68]=1[N:72]1[CH2:73][CH2:74][CH2:75][CH2:76][CH2:77]1)=[O:8]. The yield is 0.140. (2) The reactants are [Cl:1][C:2]1[N:7]=[CH:6][C:5]2[C:8](I)=[N:9][N:10]([C:11]([C:24]3[CH:29]=[CH:28][CH:27]=[CH:26][CH:25]=3)([C:18]3[CH:23]=[CH:22][CH:21]=[CH:20][CH:19]=3)[C:12]3[CH:17]=[CH:16][CH:15]=[CH:14][CH:13]=3)[C:4]=2[CH:3]=1.[CH3:31][O:32][CH2:33]/[CH:34]=[CH:35]/B1OC(C)(C)C(C)(C)O1.C([O-])([O-])=O.[Na+].[Na+]. The catalyst is C1C=CC(P(C2C=CC=CC=2)[C-]2C=CC=C2)=CC=1.C1C=CC(P(C2C=CC=CC=2)[C-]2C=CC=C2)=CC=1.Cl[Pd]Cl.[Fe+2].C(Cl)Cl.O1CCOCC1. The product is [Cl:1][C:2]1[N:7]=[CH:6][C:5]2[C:8](/[CH:35]=[CH:34]/[CH2:33][O:32][CH3:31])=[N:9][N:10]([C:11]([C:24]3[CH:29]=[CH:28][CH:27]=[CH:26][CH:25]=3)([C:18]3[CH:23]=[CH:22][CH:21]=[CH:20][CH:19]=3)[C:12]3[CH:17]=[CH:16][CH:15]=[CH:14][CH:13]=3)[C:4]=2[CH:3]=1. The yield is 0.820. (3) The yield is 0.610. The product is [CH3:25][C:26]1[CH:30]=[C:29]([N:31]2[CH2:35][CH2:34][N:33]([CH2:36][C:37](=[O:44])[C:38]3[CH:43]=[CH:42][CH:41]=[CH:40][CH:39]=3)[C:32]2=[O:45])[S:28][C:27]=1[C:46]([NH:49][CH2:50][C:51]1[CH:52]=[N:53][CH:54]=[CH:55][CH:56]=1)=[O:48]. The reactants are CC1C=C(N2CCN(CCOC3C=CC=CC=3)C2=O)SC=1C(O)=O.[CH3:25][C:26]1[CH:30]=[C:29]([N:31]2[CH2:35][CH2:34][N:33]([CH2:36][C:37](=[O:44])[C:38]3[CH:43]=[CH:42][CH:41]=[CH:40][CH:39]=3)[C:32]2=[O:45])[S:28][C:27]=1[C:46]([OH:48])=O.[NH2:49][CH2:50][C:51]1[CH:52]=[N:53][CH:54]=[CH:55][CH:56]=1. No catalyst specified. (4) The reactants are [NH2:1][C@@H:2]1[C:8](=[O:9])[NH:7][C:6]2[CH:10]=[CH:11][CH:12]=[CH:13][C:5]=2[C:4]2[CH:14]=[CH:15][CH:16]=[CH:17][C:3]1=2.[OH:18][C@:19]([CH3:31])([C:23]([NH:25][CH2:26][C:27]([F:30])([F:29])[F:28])=[O:24])[C:20](O)=[O:21].O.ON1C2C=CC=CC=2N=N1.C(N(C(C)C)CC)(C)C.Cl.CN(C)CCCN=C=NCC. The yield is 0.770. The product is [OH:18][C@:19]([CH3:31])([C:23]([NH:25][CH2:26][C:27]([F:28])([F:29])[F:30])=[O:24])[C:20]([NH:1][C@@H:2]1[C:8](=[O:9])[NH:7][C:6]2[CH:10]=[CH:11][CH:12]=[CH:13][C:5]=2[C:4]2[CH:14]=[CH:15][CH:16]=[CH:17][C:3]1=2)=[O:21]. The catalyst is O1CCCC1. (5) The reactants are [F:1][C:2]1[CH:3]=[C:4]([CH:7]=[C:8]([F:10])[CH:9]=1)[CH2:5]Br.[H-].[Na+].[F:13][C:14]([F:23])([F:22])[CH2:15][CH2:16][CH:17]([C:20]#[N:21])[C:18]#[N:19]. The catalyst is CN(C)C=O. The product is [F:1][C:2]1[CH:3]=[C:4]([CH:7]=[C:8]([F:10])[CH:9]=1)[CH2:5][C:17]([CH2:16][CH2:15][C:14]([F:13])([F:22])[F:23])([C:18]#[N:19])[C:20]#[N:21]. The yield is 0.730. (6) The catalyst is C(O)C. The yield is 0.670. The reactants are C[O:2][C:3](=O)[C:4]1[CH:9]=[CH:8][C:7]([Br:10])=[CH:6][CH:5]=1.O.[NH2:13][NH2:14]. The product is [Br:10][C:7]1[CH:8]=[CH:9][C:4]([C:3]([NH:13][NH2:14])=[O:2])=[CH:5][CH:6]=1. (7) The reactants are Cl[C:2]1[C:3]2[C:12]([C:13]([NH2:15])=[O:14])=[CH:11][N:10]([CH2:16][O:17][CH2:18][CH2:19][Si:20]([CH3:23])([CH3:22])[CH3:21])[C:4]=2[N:5]=[C:6]([S:8][CH3:9])[N:7]=1.[F:24][C:25]1[CH:30]=[CH:29][C:28](B(O)O)=[C:27]([CH3:34])[CH:26]=1. No catalyst specified. The product is [CH3:34][C:27]1[CH:26]=[C:25]([F:24])[CH:30]=[CH:29][C:28]=1[C:2]1[C:3]2[C:12]([C:13]([NH2:15])=[O:14])=[CH:11][N:10]([CH2:16][O:17][CH2:18][CH2:19][Si:20]([CH3:23])([CH3:22])[CH3:21])[C:4]=2[N:5]=[C:6]([S:8][CH3:9])[N:7]=1. The yield is 0.900. (8) The reactants are [CH2:1]([OH:10])[CH2:2][O:3][CH2:4][CH2:5][O:6][CH2:7][CH2:8][OH:9].[H-].[Na+].Br[CH:14](O)[CH2:15][CH3:16].C(OCC)(=O)C. The catalyst is O1CCCC1. The product is [CH2:14]([O:10][CH2:1][CH2:2][O:3][CH2:4][CH2:5][O:6][CH2:7][CH2:8][OH:9])[CH2:15][CH3:16]. The yield is 0.180. (9) The reactants are Cl[C:2]1[N:6]2[CH:7]=[C:8]([F:11])[CH:9]=[CH:10][C:5]2=[N:4][N:3]=1.[NH:12]1[CH2:16][CH2:15][CH2:14][CH2:13]1. The catalyst is CC(N(C)C)=O. The product is [F:11][C:8]1[CH:9]=[CH:10][C:5]2[N:6]([C:2]([N:12]3[CH2:16][CH2:15][CH2:14][CH2:13]3)=[N:3][N:4]=2)[CH:7]=1. The yield is 0.260.